Dataset: Forward reaction prediction with 1.9M reactions from USPTO patents (1976-2016). Task: Predict the product of the given reaction. (1) Given the reactants [N+:1]([C:4]1[C:5]2[C:9]([CH:10]=[CH:11][CH:12]=1)=[N:8][C:7](=[O:13])[CH:6]=2)([O-])=O, predict the reaction product. The product is: [NH2:1][C:4]1[CH:12]=[CH:11][CH:10]=[C:9]2[C:5]=1[CH2:6][C:7](=[O:13])[NH:8]2. (2) The product is: [CH3:9][C:10]1[NH:11][C:12]2[C:17]([C:18]=1[C:2](=[O:8])[C:3]([O:5][CH2:6][CH3:7])=[O:4])=[CH:16][CH:15]=[CH:14][CH:13]=2. Given the reactants Cl[C:2](=[O:8])[C:3]([O:5][CH2:6][CH3:7])=[O:4].[CH3:9][C:10]1[NH:11][C:12]2[C:17]([CH:18]=1)=[CH:16][CH:15]=[CH:14][CH:13]=2.N1C=CC=CC=1, predict the reaction product. (3) Given the reactants C(OC(=O)[NH:7][CH2:8][CH2:9][C:10]1[O:11][C:12]([CH2:15][CH3:16])=[N:13][N:14]=1)(C)(C)C.FC(F)(F)C(O)=O, predict the reaction product. The product is: [CH2:15]([C:12]1[O:11][C:10]([CH2:9][CH2:8][NH2:7])=[N:14][N:13]=1)[CH3:16].